The task is: Predict the product of the given reaction.. This data is from Forward reaction prediction with 1.9M reactions from USPTO patents (1976-2016). Given the reactants [Cl:1][C:2]1[CH:3]=[CH:4][C:5]2[NH:11][C:10](=[O:12])[C@@H:9]([CH2:13][C:14](O)=[O:15])[S:8][C@H:7]([C:17]3[CH:22]=[CH:21][CH:20]=[C:19]([O:23][CH3:24])[C:18]=3[O:25][CH3:26])[C:6]=2[CH:27]=1.CN1CCOCC1.ClC(OCC)=O.[BH4-].[Na+].Cl, predict the reaction product. The product is: [Cl:1][C:2]1[CH:3]=[CH:4][C:5]2[NH:11][C:10](=[O:12])[C@@H:9]([CH2:13][CH2:14][OH:15])[S:8][C@H:7]([C:17]3[CH:22]=[CH:21][CH:20]=[C:19]([O:23][CH3:24])[C:18]=3[O:25][CH3:26])[C:6]=2[CH:27]=1.